This data is from Peptide-MHC class I binding affinity with 185,985 pairs from IEDB/IMGT. The task is: Regression. Given a peptide amino acid sequence and an MHC pseudo amino acid sequence, predict their binding affinity value. This is MHC class I binding data. (1) The peptide sequence is LLLCLIFLLV. The MHC is HLA-A02:01 with pseudo-sequence HLA-A02:01. The binding affinity (normalized) is 0.737. (2) The peptide sequence is NTYLFNILYK. The MHC is HLA-A68:01 with pseudo-sequence HLA-A68:01. The binding affinity (normalized) is 0.755. (3) The peptide sequence is LVSDCASTIT. The MHC is HLA-A68:02 with pseudo-sequence HLA-A68:02. The binding affinity (normalized) is 0.198. (4) The peptide sequence is IVRQGIRQL. The MHC is HLA-B15:01 with pseudo-sequence HLA-B15:01. The binding affinity (normalized) is 0.650. (5) The peptide sequence is FLKEKGGL. The MHC is HLA-A26:01 with pseudo-sequence HLA-A26:01. The binding affinity (normalized) is 0.00114.